Dataset: Reaction yield outcomes from USPTO patents with 853,638 reactions. Task: Predict the reaction yield, written as a fraction of the theoretical maximum amount of product (1.0 means a 100% yield; for example, 0.34 means a 34% yield). (1) The reactants are [C:1]([O:4][C@@H:5]1[C@@H:10]([O:11][C:12](=[O:14])[CH3:13])[C@@H:9]([O:15][C:16](=[O:18])[CH3:17])[C@@H:8]([CH2:19][O:20][C:21](=[O:23])[CH3:22])[O:7][C@H:6]1[O:24][C@@H:25]1[C@@H:30]([CH2:31][O:32][C:33](=[O:35])[CH3:34])[O:29][C@@H:28]([N:36]=[N+]=[N-])[C@H:27]([O:39][C:40](=[O:42])[CH3:41])[C@H:26]1[O:43][C:44](=[O:46])[CH3:45])(=[O:3])[CH3:2]. The catalyst is CO.[Pd]. The product is [C:1]([O:4][C@@H:5]1[C@@H:10]([O:11][C:12](=[O:14])[CH3:13])[C@@H:9]([O:15][C:16](=[O:18])[CH3:17])[C@@H:8]([CH2:19][O:20][C:21](=[O:23])[CH3:22])[O:7][C@H:6]1[O:24][C@@H:25]1[C@@H:30]([CH2:31][O:32][C:33](=[O:35])[CH3:34])[O:29][C@@H:28]([NH2:36])[C@H:27]([O:39][C:40](=[O:42])[CH3:41])[C@H:26]1[O:43][C:44](=[O:46])[CH3:45])(=[O:3])[CH3:2]. The yield is 1.00. (2) The reactants are [Cl:1][C:2]1[CH:7]=[CH:6][C:5]([CH2:8][C@@H:9]([NH:29]C(=O)OC(C)(C)C)[C:10]([N:12]2[CH2:17][CH2:16][N:15]([C:18]3[C:19]4[C@H:26]([CH3:27])[CH2:25][CH2:24][C:20]=4[N:21]=[CH:22][N:23]=3)[C@@H:14]([CH3:28])[CH2:13]2)=[O:11])=[CH:4][C:3]=1[F:37].[ClH:38]. The catalyst is C(Cl)Cl. The product is [ClH:1].[ClH:38].[NH2:29][C@H:9]([CH2:8][C:5]1[CH:6]=[CH:7][C:2]([Cl:1])=[C:3]([F:37])[CH:4]=1)[C:10]([N:12]1[CH2:17][CH2:16][N:15]([C:18]2[C:19]3[C@H:26]([CH3:27])[CH2:25][CH2:24][C:20]=3[N:21]=[CH:22][N:23]=2)[C@@H:14]([CH3:28])[CH2:13]1)=[O:11]. The yield is 0.990. (3) The reactants are [NH2:1][C:2]1[C:3]([C:9]2[CH:18]=[CH:17][C:12]([C:13]([O:15][CH3:16])=[O:14])=[C:11]([F:19])[CH:10]=2)=[N:4][C:5](Br)=[CH:6][N:7]=1.C(=O)([O-])[O-].[Na+].[Na+].CC1(C)C(C)(C)OB([C:34]2[CH2:35][CH2:36][CH2:37][N:38]([C:40]([O:42][C:43]([CH3:46])([CH3:45])[CH3:44])=[O:41])[CH:39]=2)O1.C(Cl)Cl. The catalyst is COCCOC.C1C=CC(P(C2C=CC=CC=2)[C-]2C=CC=C2)=CC=1.C1C=CC(P(C2C=CC=CC=2)[C-]2C=CC=C2)=CC=1.Cl[Pd]Cl.[Fe+2]. The product is [NH2:1][C:2]1[N:7]=[CH:6][C:5]([C:36]2[CH2:35][CH2:34][CH2:39][N:38]([C:40]([O:42][C:43]([CH3:46])([CH3:45])[CH3:44])=[O:41])[CH:37]=2)=[N:4][C:3]=1[C:9]1[CH:18]=[CH:17][C:12]([C:13]([O:15][CH3:16])=[O:14])=[C:11]([F:19])[CH:10]=1. The yield is 0.600. (4) The reactants are [CH:1]([O:4][C:5](=[O:21])[NH:6][C@@H:7]1[CH2:20][C:10]2[NH:11][C:12]3[CH:13]=[CH:14][C:15]([C:18]#[N:19])=[CH:16][C:17]=3[C:9]=2[CH2:8]1)([CH3:3])[CH3:2].CC1C=CC(S(O[CH2:33][C@@H:34]2[C@@H:38]([OH:39])[CH2:37][CH2:36][O:35]2)(=O)=O)=CC=1.C(=O)([O-])[O-].[Cs+].[Cs+]. The catalyst is CN1CCCC1.C(OCC)(=O)C. The product is [CH:1]([O:4][C:5](=[O:21])[NH:6][C@@H:7]1[CH2:20][C:10]2[N:11]([CH2:33][C@@H:34]3[C@@H:38]([OH:39])[CH2:37][CH2:36][O:35]3)[C:12]3[CH:13]=[CH:14][C:15]([C:18]#[N:19])=[CH:16][C:17]=3[C:9]=2[CH2:8]1)([CH3:3])[CH3:2]. The yield is 0.720. (5) The reactants are O[CH2:2][C:3]1[CH:8]=[CH:7][C:6](/[CH:9]=[CH:10]/[C:11]2[CH:16]=[CH:15][C:14]([O:17][CH2:18][CH2:19][CH2:20][CH2:21][CH2:22][CH3:23])=[CH:13][CH:12]=2)=[CH:5][CH:4]=1.S(Cl)([Cl:26])=O.O. The catalyst is ClCCl. The product is [Cl:26][CH2:2][C:3]1[CH:8]=[CH:7][C:6](/[CH:9]=[CH:10]/[C:11]2[CH:16]=[CH:15][C:14]([O:17][CH2:18][CH2:19][CH2:20][CH2:21][CH2:22][CH3:23])=[CH:13][CH:12]=2)=[CH:5][CH:4]=1. The yield is 0.600. (6) The reactants are [CH2:1]([C:4]1[C:12]([OH:13])=[C:11]2[C:7]([CH2:8][O:9][C:10]2=[O:14])=[C:6]([CH3:15])[C:5]=1[CH2:16][CH3:17])[CH:2]=[CH2:3].C1C=CC(P(C2C=CC=CC=2)C2C=CC=CC=2)=CC=1.[CH3:37][Si:38]([CH3:43])([CH3:42])[CH2:39][CH2:40]O.N(C(OC(C)C)=O)=NC(OC(C)C)=O. The catalyst is C1COCC1. The product is [CH2:1]([C:4]1[C:12]([O:13][CH2:40][CH2:39][Si:38]([CH3:43])([CH3:42])[CH3:37])=[C:11]2[C:7]([CH2:8][O:9][C:10]2=[O:14])=[C:6]([CH3:15])[C:5]=1[CH2:16][CH3:17])[CH:2]=[CH2:3]. The yield is 0.920. (7) The reactants are O[CH2:2][C:3]1[CH:12]=[N:11][C:10]2[N:9]3[CH2:13][CH2:14][CH2:15][C@H:8]3[C:7](=[O:16])[NH:6][C:5]=2[CH:4]=1.Cl.[F:18][C:19]1[CH:20]=[C:21]([CH:26]=[CH:27][C:28]=1[N:29]1[CH2:34][CH2:33][NH:32][CH2:31][CH2:30]1)[C:22]([NH:24][CH3:25])=[O:23].[I-].C(C[P+](C)(C)C)#N.C(N(CC)C(C)C)(C)C. The catalyst is C(#N)CC. The product is [F:18][C:19]1[CH:20]=[C:21]([CH:26]=[CH:27][C:28]=1[N:29]1[CH2:30][CH2:31][N:32]([CH2:2][C:3]2[CH:12]=[N:11][C:10]3[N:9]4[CH2:13][CH2:14][CH2:15][C@H:8]4[C:7](=[O:16])[NH:6][C:5]=3[CH:4]=2)[CH2:33][CH2:34]1)[C:22]([NH:24][CH3:25])=[O:23]. The yield is 0.642.